This data is from Full USPTO retrosynthesis dataset with 1.9M reactions from patents (1976-2016). The task is: Predict the reactants needed to synthesize the given product. (1) Given the product [Cl:1][C:2]1[C:3]([C:27]([F:30])([F:29])[F:28])=[N:4][N:5]([CH:8]([CH2:39][OH:40])[C:9]([N:11]2[CH2:16][CH2:15][CH2:14][C:13]3[N:17]([C:20]4[CH:25]=[CH:24][C:23]([F:26])=[CH:22][CH:21]=4)[N:18]=[CH:19][C:12]2=3)=[O:10])[C:6]=1[CH3:7], predict the reactants needed to synthesize it. The reactants are: [Cl:1][C:2]1[C:3]([C:27]([F:30])([F:29])[F:28])=[N:4][N:5]([CH2:8][C:9]([N:11]2[CH2:16][CH2:15][CH2:14][C:13]3[N:17]([C:20]4[CH:25]=[CH:24][C:23]([F:26])=[CH:22][CH:21]=4)[N:18]=[CH:19][C:12]2=3)=[O:10])[C:6]=1[CH3:7].[Li+].CC([N-]C(C)C)C.[CH2:39]=[O:40]. (2) Given the product [NH2:29][C:25]1[O:1][C:2]2[C:11]3[C:6](=[CH:7][CH:8]=[CH:9][N:10]=3)[CH:5]=[CH:4][C:3]=2[CH:18]([C:17]2[CH:16]=[C:15]([O:21][CH3:22])[C:14]([O:23][CH3:24])=[C:13]([Br:12])[CH:20]=2)[C:26]=1[C:27]#[N:28], predict the reactants needed to synthesize it. The reactants are: [OH:1][C:2]1[CH:3]=[CH:4][CH:5]=[C:6]2[C:11]=1[N:10]=[CH:9][CH:8]=[CH:7]2.[Br:12][C:13]1[C:14]([O:23][CH3:24])=[C:15]([O:21][CH3:22])[CH:16]=[C:17]([CH:20]=1)[CH:18]=O.[C:25](#[N:29])[CH2:26][C:27]#[N:28].C1N2CCN(CC2)C1. (3) Given the product [CH3:1][O:2][C:3](=[O:22])[CH2:4][C:9]1[C:18]2[C:13](=[CH:14][CH:15]=[C:16]([O:19][CH3:20])[N:17]=2)[N:12]=[CH:11][C:10]=1[F:21], predict the reactants needed to synthesize it. The reactants are: [CH3:1][O:2][C:3](=[O:22])[CH:4]([C:9]1[C:18]2[C:13](=[CH:14][CH:15]=[C:16]([O:19][CH3:20])[N:17]=2)[N:12]=[CH:11][C:10]=1[F:21])C(OC)=O.[Cl-].[Li+].O.C(OCC)(=O)C.